Dataset: Catalyst prediction with 721,799 reactions and 888 catalyst types from USPTO. Task: Predict which catalyst facilitates the given reaction. (1) Product: [NH2:37][C:34]1[S:35][CH:36]=[C:32](/[C:12](=[N:11]/[O:10][C:7]([CH3:9])([CH3:8])[C:6]([OH:45])=[O:5])/[C:13]([NH:15][C@@H:16]2[C:19](=[O:20])[N:18]([S:21]([OH:24])(=[O:22])=[O:23])[C@@H:17]2[CH2:25][N:26]2[CH:30]=[N:29][C:28]([CH3:31])=[N:27]2)=[O:14])[N:33]=1. Reactant: C([O:5][C:6](=[O:45])[C:7]([O:10]/[N:11]=[C:12](/[C:32]1[N:33]=[C:34]([NH:37]C(OC(C)(C)C)=O)[S:35][CH:36]=1)\[C:13]([NH:15][C@@H:16]1[C:19](=[O:20])[N:18]([S:21]([OH:24])(=[O:23])=[O:22])[C@@H:17]1[CH2:25][N:26]1[CH:30]=[N:29][C:28]([CH3:31])=[N:27]1)=[O:14])([CH3:9])[CH3:8])(C)(C)C.C(O)(C(F)(F)F)=O. The catalyst class is: 2. (2) Product: [CH3:31][O:30][C:27]1[CH:26]=[CH:25][C:24]([C:20]2[O:21][C:22]([CH3:23])=[C:18]([CH2:17][CH2:16][O:15][C:12]3[CH:11]=[CH:10][C:9]([O:8][C:5]([CH3:6])([CH3:7])[C:4]([OH:32])=[O:3])=[CH:14][CH:13]=3)[N:19]=2)=[CH:29][CH:28]=1. Reactant: C([O:3][C:4](=[O:32])[C:5]([O:8][C:9]1[CH:14]=[CH:13][C:12]([O:15][CH2:16][CH2:17][C:18]2[N:19]=[C:20]([C:24]3[CH:29]=[CH:28][C:27]([O:30][CH3:31])=[CH:26][CH:25]=3)[O:21][C:22]=2[CH3:23])=[CH:11][CH:10]=1)([CH3:7])[CH3:6])C.[OH-].[Na+]. The catalyst class is: 8. (3) Reactant: [F:1][C:2]1[CH:3]=[C:4]([C:26]2([F:39])[CH2:31][CH2:30][N:29](C(OC(C)(C)C)=O)[CH2:28][CH2:27]2)[CH:5]=[C:6]([F:25])[C:7]=1[O:8][CH:9]1[CH2:14][CH2:13][N:12]([CH2:15][C:16]2[O:20][N:19]=[C:18]([C:21]([F:24])([F:23])[F:22])[N:17]=2)[CH2:11][CH2:10]1.Cl. Product: [F:1][C:2]1[CH:3]=[C:4]([C:26]2([F:39])[CH2:31][CH2:30][NH:29][CH2:28][CH2:27]2)[CH:5]=[C:6]([F:25])[C:7]=1[O:8][CH:9]1[CH2:14][CH2:13][N:12]([CH2:15][C:16]2[O:20][N:19]=[C:18]([C:21]([F:24])([F:22])[F:23])[N:17]=2)[CH2:11][CH2:10]1. The catalyst class is: 269. (4) Reactant: C(OC([N:8](C(OC(C)(C)C)=O)[C:9]1[CH:38]=[CH:37][C:12]([CH2:13][N:14]2[C:18]3[CH:19]=[C:20]([O:24][CH2:25][C:26]4[CH:35]=[CH:34][CH:33]=[CH:32][C:27]=4[C:28]([O:30][CH3:31])=[O:29])[CH:21]=[C:22]([CH3:23])[C:17]=3[N:16]=[C:15]2[CH3:36])=[C:11]([Cl:39])[CH:10]=1)=O)(C)(C)C.Cl.O1CCOCC1. Product: [NH2:8][C:9]1[CH:38]=[CH:37][C:12]([CH2:13][N:14]2[C:18]3[CH:19]=[C:20]([O:24][CH2:25][C:26]4[CH:35]=[CH:34][CH:33]=[CH:32][C:27]=4[C:28]([O:30][CH3:31])=[O:29])[CH:21]=[C:22]([CH3:23])[C:17]=3[N:16]=[C:15]2[CH3:36])=[C:11]([Cl:39])[CH:10]=1. The catalyst class is: 5. (5) Reactant: Br[C:2]1[CH:3]=[C:4]2[C:9](=[N:10][C:11]=1[CH:12]([O:15][CH3:16])[O:13][CH3:14])[N:8]([C:17]([NH:19][C:20]1[CH:25]=[CH:24][C:23]([C:26]#[N:27])=[CH:22][N:21]=1)=[O:18])[CH2:7][CH2:6][CH2:5]2.[Li]C.[Li]CCCC.CN([CH:38]=[O:39])C.[NH4+].[Cl-].[BH4-].[Na+]. Product: [C:26]([C:23]1[CH:24]=[CH:25][C:20]([NH:19][C:17]([N:8]2[C:9]3[C:4](=[CH:3][C:2]([CH2:38][OH:39])=[C:11]([CH:12]([O:15][CH3:16])[O:13][CH3:14])[N:10]=3)[CH2:5][CH2:6][CH2:7]2)=[O:18])=[N:21][CH:22]=1)#[N:27]. The catalyst class is: 76. (6) Reactant: Cl[C:2]1[N:3]([C:18]2[CH:23]=[CH:22][C:21]([Cl:24])=[CH:20][CH:19]=2)[C:4](=[O:17])[C:5]2[CH:10]=[N:9][N:8]([C:11]3[CH:16]=[CH:15][CH:14]=[CH:13][CH:12]=3)[C:6]=2[N:7]=1.[C:25]1([N:31]2[CH2:36][CH2:35][NH:34][CH2:33][CH2:32]2)[CH:30]=[CH:29][CH:28]=[CH:27][CH:26]=1. Product: [Cl:24][C:21]1[CH:22]=[CH:23][C:18]([N:3]2[C:4](=[O:17])[C:5]3[CH:10]=[N:9][N:8]([C:11]4[CH:16]=[CH:15][CH:14]=[CH:13][CH:12]=4)[C:6]=3[N:7]=[C:2]2[N:34]2[CH2:35][CH2:36][N:31]([C:25]3[CH:30]=[CH:29][CH:28]=[CH:27][CH:26]=3)[CH2:32][CH2:33]2)=[CH:19][CH:20]=1. The catalyst class is: 2. (7) Reactant: C([O:3][C:4](=[O:29])[CH:5]([C:12]1[N:13]([C:22]2[CH:27]=[CH:26][C:25]([Cl:28])=[CH:24][CH:23]=2)[N:14]=[C:15]2[CH2:21][CH2:20][CH2:19][CH2:18][CH2:17][C:16]=12)[CH:6]1[CH2:11][CH2:10][CH2:9][CH2:8][CH2:7]1)C.[OH-].[Na+]. Product: [Cl:28][C:25]1[CH:24]=[CH:23][C:22]([N:13]2[C:12]([CH:5]([CH:6]3[CH2:11][CH2:10][CH2:9][CH2:8][CH2:7]3)[C:4]([OH:29])=[O:3])=[C:16]3[CH2:17][CH2:18][CH2:19][CH2:20][CH2:21][C:15]3=[N:14]2)=[CH:27][CH:26]=1. The catalyst class is: 5. (8) Reactant: [Br:1][C:2]1[CH:3]=[CH:4][C:5]([CH2:8]Br)=[N:6][CH:7]=1.[CH3:10][S:11]([O-:13])=[O:12].[Na+]. Product: [Br:1][C:2]1[CH:3]=[CH:4][C:5]([CH2:8][S:11]([CH3:10])(=[O:13])=[O:12])=[N:6][CH:7]=1. The catalyst class is: 32. (9) Product: [NH2:17][C:15]1[N:14]=[C:13]([N:29]2[C@H:34]([C:35]([F:37])([F:36])[F:38])[CH2:33][CH2:32][C@H:31]([C:39]([NH:41][CH:42]3[CH2:43][CH2:44][CH2:45][CH2:46][CH2:47]3)=[O:40])[CH2:30]2)[CH:12]=[C:11]([C:7]2[CH:6]=[C:5]3[C:10]([C:2]([NH2:1])=[N:3][NH:4]3)=[CH:9][CH:8]=2)[N:16]=1. The catalyst class is: 25. Reactant: [NH2:1][C:2]1[C:10]2[C:5](=[CH:6][C:7]([C:11]3[N:16]=[C:15]([NH:17]CC4C=CC(OC)=CC=4OC)[N:14]=[C:13]([N:29]4[C@H:34]([C:35]([F:38])([F:37])[F:36])[CH2:33][CH2:32][C@H:31]([C:39]([NH:41][CH:42]5[CH2:47][CH2:46][CH2:45][CH2:44][CH2:43]5)=[O:40])[CH2:30]4)[CH:12]=3)=[CH:8][CH:9]=2)[NH:4][N:3]=1.FC(F)(F)C(O)=O.CCCCCC. (10) Reactant: C(OC(=O)[NH:7][CH2:8][CH2:9][C:10]1[N:11]([CH2:16][C:17]2[CH:22]=[CH:21][C:20]([C:23]#[N:24])=[C:19]([F:25])[CH:18]=2)[C:12]([CH3:15])=[N:13][CH:14]=1)(C)(C)C.[ClH:27]. Product: [ClH:27].[ClH:27].[NH2:7][CH2:8][CH2:9][C:10]1[N:11]([CH2:16][C:17]2[CH:22]=[CH:21][C:20]([C:23]#[N:24])=[C:19]([F:25])[CH:18]=2)[C:12]([CH3:15])=[N:13][CH:14]=1. The catalyst class is: 25.